This data is from Reaction yield outcomes from USPTO patents with 853,638 reactions. The task is: Predict the reaction yield, written as a fraction of the theoretical maximum amount of product (1.0 means a 100% yield; for example, 0.34 means a 34% yield). (1) The product is [P:1]([O:5][CH2:6][CH2:7][O:8][CH2:9][CH2:10][O:11][CH2:12][CH2:13][O:14][CH2:15][CH2:16][O:17][C:18]([O:20][CH2:21][O:22][C:23](=[O:77])[C:24]1[CH:29]=[CH:28][C:27]([NH:37][C:38]([C@H:40]2[C@H:44]([C:45]3[CH:50]=[CH:49][CH:48]=[C:47]([Cl:51])[C:46]=3[F:52])[C@:43]([C:55]3[CH:60]=[CH:59][C:58]([Cl:61])=[CH:57][C:56]=3[F:62])([C:53]#[N:54])[C@H:42]([CH2:63][C:64]([CH3:66])([CH3:67])[CH3:65])[NH:41]2)=[O:39])=[C:26]([O:68][CH3:69])[CH:25]=1)=[O:19])([OH:3])([OH:4])=[O:2]. The catalyst is C(OCC)(=O)C.[Pd]. The yield is 0.820. The reactants are [P:1]([O:5][CH2:6][CH2:7][O:8][CH2:9][CH2:10][O:11][CH2:12][CH2:13][O:14][CH2:15][CH2:16][O:17][C:18]([O:20][CH2:21][O:22][C:23](=[O:77])[C:24]1[CH:29]=[C:28](CC2C=CC=CC=2)[C:27]([NH:37][C:38]([C@H:40]2[C@H:44]([C:45]3[CH:50]=[CH:49][CH:48]=[C:47]([Cl:51])[C:46]=3[F:52])[C@:43]([C:55]3[CH:60]=[CH:59][C:58]([Cl:61])=[CH:57][C:56]=3[F:62])([C:53]#[N:54])[C@H:42]([CH2:63][C:64]([CH3:67])([CH3:66])[CH3:65])[NH:41]2)=[O:39])=[C:26]([O:68][CH3:69])[C:25]=1CC1C=CC=CC=1)=[O:19])([OH:4])([OH:3])=[O:2].[H][H]. (2) The reactants are [N+:1]([C:4]1[C:5]([CH:14]([C:16]2[CH:21]=[CH:20][C:19]([O:22][C:23]([F:26])([F:25])[F:24])=[CH:18][CH:17]=2)[OH:15])=[CH:6][CH:7]=[C:8]2[C:13]=1[N:12]=[CH:11][CH:10]=[CH:9]2)([O-:3])=[O:2]. The catalyst is O=[Mn]=O.C(Cl)Cl. The product is [N+:1]([C:4]1[C:5]([C:14]([C:16]2[CH:17]=[CH:18][C:19]([O:22][C:23]([F:26])([F:24])[F:25])=[CH:20][CH:21]=2)=[O:15])=[CH:6][CH:7]=[C:8]2[C:13]=1[N:12]=[CH:11][CH:10]=[CH:9]2)([O-:3])=[O:2]. The yield is 0.500. (3) The reactants are [C:1]([CH2:3][C:4]1([N:24]2[CH:28]=[C:27]([C:29]3[C:30]4[CH:37]=[CH:36][N:35](COCC[Si](C)(C)C)[C:31]=4[N:32]=[CH:33][N:34]=3)[CH:26]=[N:25]2)[CH2:7][N:6]([C:8]2[C:21]([F:22])=[CH:20][C:11]([C:12]([NH:14][C@@H:15]([CH:17]3[CH2:19][CH2:18]3)[CH3:16])=[O:13])=[C:10]([F:23])[CH:9]=2)[CH2:5]1)#[N:2].FC(F)(F)C(O)=O. The catalyst is C(Cl)Cl. The product is [C:1]([CH2:3][C:4]1([N:24]2[CH:28]=[C:27]([C:29]3[C:30]4[CH:37]=[CH:36][NH:35][C:31]=4[N:32]=[CH:33][N:34]=3)[CH:26]=[N:25]2)[CH2:7][N:6]([C:8]2[C:21]([F:22])=[CH:20][C:11]([C:12]([NH:14][C@@H:15]([CH:17]3[CH2:18][CH2:19]3)[CH3:16])=[O:13])=[C:10]([F:23])[CH:9]=2)[CH2:5]1)#[N:2]. The yield is 0.240. (4) The reactants are [CH:1]1([C:4]([NH:6][C:7]2[CH:8]=[CH:9][CH:10]=[C:11]3[C:15]=2[C:14](=[O:16])[N:13]([CH:17]([C:22]2[CH:27]=[CH:26][C:25]([O:28][CH:29]([F:31])[F:30])=[C:24]([O:32][CH2:33][CH3:34])[CH:23]=2)[CH2:18][C:19](O)=[O:20])[CH2:12]3)=[O:5])[CH2:3][CH2:2]1.C1N=CN(C(N2C=NC=C2)=O)C=1.Cl.[NH2:48][OH:49]. The yield is 0.800. The catalyst is C1COCC1. The product is [F:30][CH:29]([F:31])[O:28][C:25]1[CH:26]=[CH:27][C:22]([CH:17]([N:13]2[C:14](=[O:16])[C:15]3[C:11](=[CH:10][CH:9]=[CH:8][C:7]=3[NH:6][C:4]([CH:1]3[CH2:3][CH2:2]3)=[O:5])[CH2:12]2)[CH2:18][C:19](=[O:20])[NH:48][OH:49])=[CH:23][C:24]=1[O:32][CH2:33][CH3:34].